The task is: Regression/Classification. Given a drug SMILES string, predict its absorption, distribution, metabolism, or excretion properties. Task type varies by dataset: regression for continuous measurements (e.g., permeability, clearance, half-life) or binary classification for categorical outcomes (e.g., BBB penetration, CYP inhibition). Dataset: cyp1a2_veith.. This data is from CYP1A2 inhibition data for predicting drug metabolism from PubChem BioAssay. (1) The compound is O=C(O)c1nc(-c2ccccc2)[nH]c1C(=O)O. The result is 1 (inhibitor). (2) The molecule is Cc1ccc(S(=O)(=O)N2CCOCC2)cc1NC(=O)COC(=O)CCC(=O)c1cccs1. The result is 0 (non-inhibitor). (3) The compound is Cc1ncc([N+](=O)[O-])n1C[C@H](O)CCl. The result is 0 (non-inhibitor). (4) The molecule is c1nc(N2CCOCC2)c2cc(-c3ccoc3)ccc2n1. The result is 1 (inhibitor). (5) The drug is O=S(=O)(c1ccccc1)c1cnn2c(C(F)(F)F)cc(-c3ccccc3)nc12. The result is 0 (non-inhibitor). (6) The compound is CCCCNc1nc(-c2ccccc2)c(C(=O)OCC)cc1C#N. The result is 1 (inhibitor). (7) The molecule is O=C(/C=C/c1ccc(Cl)cc1)NCCN1CCOCC1. The result is 0 (non-inhibitor). (8) The compound is Cc1noc(NS(=O)(=O)c2ccc(NC(=O)CC34CC5CC(CC(Br)(C5)C3)C4)cc2)c1C. The result is 0 (non-inhibitor).